Dataset: Peptide-MHC class II binding affinity with 134,281 pairs from IEDB. Task: Regression. Given a peptide amino acid sequence and an MHC pseudo amino acid sequence, predict their binding affinity value. This is MHC class II binding data. The peptide sequence is EKKYFRATQFEPLAA. The MHC is HLA-DPA10201-DPB10101 with pseudo-sequence HLA-DPA10201-DPB10101. The binding affinity (normalized) is 1.00.